Task: Predict the reactants needed to synthesize the given product.. Dataset: Full USPTO retrosynthesis dataset with 1.9M reactions from patents (1976-2016) (1) Given the product [C:23]([O:27][C:28](=[O:58])[N:29]([CH2:38][C:39]1[CH:40]=[N:41][C:42]([CH3:57])=[C:43]([O:47][CH2:48][C:49]2[CH:54]=[CH:53][CH:52]=[C:51]([C:55]#[N:56])[CH:50]=2)[C:44]=1[CH:45]=[O:46])[C:30]1[CH:35]=[CH:34][C:33]([C:36]#[N:37])=[CH:32][CH:31]=1)([CH3:26])([CH3:25])[CH3:24], predict the reactants needed to synthesize it. The reactants are: CC(OI1(OC(C)=O)(OC(C)=O)OC(=O)C2C=CC=CC1=2)=O.[C:23]([O:27][C:28](=[O:58])[N:29]([CH2:38][C:39]1[CH:40]=[N:41][C:42]([CH3:57])=[C:43]([O:47][CH2:48][C:49]2[CH:54]=[CH:53][CH:52]=[C:51]([C:55]#[N:56])[CH:50]=2)[C:44]=1[CH2:45][OH:46])[C:30]1[CH:35]=[CH:34][C:33]([C:36]#[N:37])=[CH:32][CH:31]=1)([CH3:26])([CH3:25])[CH3:24].C(=O)(O)[O-].[Na+]. (2) Given the product [N:30]1([C:28](=[O:29])[CH2:27][C:25]2[N:24]=[CH:23][N:22]([C:2]3[CH:3]=[C:4]4[C:9](=[CH:10][C:11]=3[N+:12]([O-:14])=[O:13])[NH:8][C:7](=[O:15])[N:6]([NH:16][S:17]([CH3:20])(=[O:19])=[O:18])[C:5]4=[O:21])[CH:26]=2)[CH2:31][CH2:32][O:33][CH2:34][CH2:35]1, predict the reactants needed to synthesize it. The reactants are: F[C:2]1[CH:3]=[C:4]2[C:9](=[CH:10][C:11]=1[N+:12]([O-:14])=[O:13])[NH:8][C:7](=[O:15])[N:6]([NH:16][S:17]([CH3:20])(=[O:19])=[O:18])[C:5]2=[O:21].[NH:22]1[CH:26]=[C:25]([CH2:27][C:28]([N:30]2[CH2:35][CH2:34][O:33][CH2:32][CH2:31]2)=[O:29])[N:24]=[CH:23]1. (3) Given the product [F:27][C:22]1[CH:23]=[CH:24][CH:25]=[CH:26][C:21]=1[CH2:20][N:13]1[C:14]2=[N:15][CH:16]=[CH:17][CH:18]=[C:19]2[C:11]([C:10]2[NH:6][C:7](=[O:29])[N:8]([CH3:28])[N:9]=2)=[N:12]1, predict the reactants needed to synthesize it. The reactants are: COC1C=C(OC)C=CC=1C[N:6]1[C:10]([C:11]2[C:19]3[C:14](=[N:15][CH:16]=[CH:17][CH:18]=3)[N:13]([CH2:20][C:21]3[CH:26]=[CH:25][CH:24]=[CH:23][C:22]=3[F:27])[N:12]=2)=[N:9][N:8]([CH3:28])[C:7]1=[O:29].C1(C)C=CC(S(O)(=O)=O)=CC=1.